The task is: Predict the product of the given reaction.. This data is from Forward reaction prediction with 1.9M reactions from USPTO patents (1976-2016). (1) Given the reactants [Br:1][C:2]1[CH:3]=[C:4]2[C:12](=[CH:13][CH:14]=1)[NH:11][C:10]1[CH2:9][CH2:8][CH:7]([NH:15][C:16](=[O:20])[CH:17]([CH3:19])[CH3:18])[CH2:6][C:5]2=1.[H-].[Na+].F[C:24]1[CH:25]=[C:26]([CH:29]=[CH:30][CH:31]=1)[CH2:27]Br, predict the reaction product. The product is: [CH2:27]([N:11]1[C:10]2[CH2:9][CH2:8][CH:7]([NH:15][C:16](=[O:20])[CH:17]([CH3:18])[CH3:19])[CH2:6][C:5]=2[C:4]2[C:12]1=[CH:13][CH:14]=[C:2]([Br:1])[CH:3]=2)[C:26]1[CH:29]=[CH:30][CH:31]=[CH:24][CH:25]=1. (2) The product is: [Cl:4][C:5]1[CH:10]=[CH:9][C:8]([C:11]2[CH:16]=[CH:15][C:14]([NH:17][C:18](=[O:29])[CH2:19][CH2:20][C:21]3[CH:26]=[CH:25][C:24]([CH:27]=[O:2])=[CH:23][CH:22]=3)=[CH:13][CH:12]=2)=[CH:7][CH:6]=1. Given the reactants C(O)=[O:2].[Cl:4][C:5]1[CH:10]=[CH:9][C:8]([C:11]2[CH:16]=[CH:15][C:14]([NH:17][C:18](=[O:29])[CH2:19][CH2:20][C:21]3[CH:26]=[CH:25][C:24]([C:27]#N)=[CH:23][CH:22]=3)=[CH:13][CH:12]=2)=[CH:7][CH:6]=1, predict the reaction product.